From a dataset of Catalyst prediction with 721,799 reactions and 888 catalyst types from USPTO. Predict which catalyst facilitates the given reaction. (1) Reactant: [NH:1]1[C:9]2[C:4](=[CH:5][CH:6]=[CH:7][CH:8]=2)[CH:3]=[CH:2]1.C=O.CC1(C)O[C:17](=O)[CH2:16][C:15](=[O:20])[O:14]1.C(N(CC)CC)C. Product: [NH:1]1[C:9]2[C:4](=[CH:5][CH:6]=[CH:7][CH:8]=2)[C:3]([CH2:17][CH2:16][C:15]([OH:20])=[O:14])=[CH:2]1. The catalyst class is: 47. (2) Product: [NH2:32][C:31]1[N:33]=[C:18]([C:10]2[CH:11]=[C:12]([C:13]([OH:15])=[O:14])[N:8]([C:6]3[CH:7]=[C:2]([Cl:1])[CH:3]=[CH:4][C:5]=3[CH3:25])[N:9]=2)[CH:19]=[CH:20][N:30]=1. Reactant: [Cl:1][C:2]1[CH:3]=[CH:4][C:5]([CH3:25])=[C:6]([N:8]2[C:12]([C:13]([O:15]CC)=[O:14])=[CH:11][C:10]([C:18](=O)/[CH:19]=[CH:20]/N(C)C)=[N:9]2)[CH:7]=1.C(=O)(O)O.[NH2:30][C:31]([NH2:33])=[NH:32]. The catalyst class is: 3. (3) Reactant: [NH2:1][N:2]1[CH:6]=[CH:5][CH:4]=[C:3]1[C:7]([O:9]CC)=O.C(O[CH:15](OCC)[CH2:16][C:17]#[N:18])C.Cl.C1CCN2C(=NCCC2)CC1. Product: [OH:9][C:7]1[C:3]2[N:2]([CH:6]=[CH:5][CH:4]=2)[N:1]=[CH:15][C:16]=1[C:17]#[N:18]. The catalyst class is: 351. (4) Reactant: [F:1][C:2]1[CH:7]=[CH:6][CH:5]=[C:4]([F:8])[C:3]=1[N:9]1[C:17]2[CH:16]=[CH:15][NH:14][C:13](=[O:18])[C:12]=2[C:11]([C:19]2[CH:20]=[C:21]([C:24]([O:26]C)=[O:25])[S:22][CH:23]=2)=[N:10]1.C1COCC1.[OH-].[Na+]. Product: [F:8][C:4]1[CH:5]=[CH:6][CH:7]=[C:2]([F:1])[C:3]=1[N:9]1[C:17]2[CH:16]=[CH:15][NH:14][C:13](=[O:18])[C:12]=2[C:11]([C:19]2[CH:20]=[C:21]([C:24]([OH:26])=[O:25])[S:22][CH:23]=2)=[N:10]1. The catalyst class is: 24. (5) Reactant: [Cl:1][C:2]1[C:3]([C:8]2[CH:13]=[CH:12][CH:11]=[CH:10][CH:9]=2)=[N:4][CH:5]=[CH:6][CH:7]=1.ClC1C=C(C=CC=1)C(OO)=[O:19]. Product: [Cl:1][C:2]1[C:3]([C:8]2[CH:9]=[CH:10][CH:11]=[CH:12][CH:13]=2)=[N+:4]([O-:19])[CH:5]=[CH:6][CH:7]=1. The catalyst class is: 4. (6) Reactant: [OH:1][C:2]1[C:14]2[CH2:13][O:12][C:11](=[O:15])[C:10]=2[C:9](/[CH:16]=[CH:17]/[C:18]2[CH:23]=[CH:22][CH:21]=[CH:20][CH:19]=2)=[C:8]2[C:3]=1[CH:4]=[C:5]([O:26][CH3:27])[C:6]([O:24][CH3:25])=[CH:7]2.IC.[C:30](=O)([O-])[O-].[K+].[K+].[Cl-].[NH4+]. Product: [CH3:30][O:1][C:2]1[C:14]2[CH2:13][O:12][C:11](=[O:15])[C:10]=2[C:9](/[CH:16]=[CH:17]/[C:18]2[CH:23]=[CH:22][CH:21]=[CH:20][CH:19]=2)=[C:8]2[C:3]=1[CH:4]=[C:5]([O:26][CH3:27])[C:6]([O:24][CH3:25])=[CH:7]2. The catalyst class is: 9. (7) Reactant: Cl.[Si]([O:9][CH2:10][C:11]1[CH:12]=[C:13]2[C:18](=[N:19][C:20]=1[CH:21](OC)[O:22]C)[N:17]([C:26]([NH:28][C:29]1[CH:34]=[C:33]([O:35][CH:36]3[CH:41]4[CH2:42][CH2:43][N:38]([CH2:39][CH2:40]4)[CH2:37]3)[C:32]([C:44]#[N:45])=[CH:31][N:30]=1)=[O:27])[CH2:16][CH2:15][CH2:14]2)(C(C)(C)C)(C)C.C([O-])(O)=O.[Na+]. Product: [C:44]([C:32]1[C:33]([O:35][CH:36]2[CH:41]3[CH2:42][CH2:43][N:38]([CH2:39][CH2:40]3)[CH2:37]2)=[CH:34][C:29]([NH:28][C:26]([N:17]2[C:18]3[C:13](=[CH:12][C:11]([CH2:10][OH:9])=[C:20]([CH:21]=[O:22])[N:19]=3)[CH2:14][CH2:15][CH2:16]2)=[O:27])=[N:30][CH:31]=1)#[N:45]. The catalyst class is: 1.